From a dataset of Full USPTO retrosynthesis dataset with 1.9M reactions from patents (1976-2016). Predict the reactants needed to synthesize the given product. (1) Given the product [OH:1][CH:2]1[C:11]2[N:10]=[CH:9][CH:8]=[CH:7][C:6]=2[CH2:5][CH2:4][CH2:3]1.[N:10]1[C:11]2[C:2](=[O:1])[CH2:3][CH2:4][CH2:5][C:6]=2[CH:7]=[CH:8][CH:9]=1, predict the reactants needed to synthesize it. The reactants are: [OH:1][CH:2]1[C:11]2[N:10]=[CH:9][CH:8]=[CH:7][C:6]=2[CH2:5][CH2:4][CH2:3]1. (2) Given the product [CH3:13][O:12][C:10]1[CH:11]=[C:3]2[C:4](=[CH:8][C:9]=1[N+:14]([O-:16])=[O:15])[C:5](=[O:6])[N:19]([CH3:18])[CH2:2]2, predict the reactants needed to synthesize it. The reactants are: Br[CH2:2][C:3]1[CH:11]=[C:10]([O:12][CH3:13])[C:9]([N+:14]([O-:16])=[O:15])=[CH:8][C:4]=1[C:5]([O-])=[O:6].C[CH2:18][N:19](CC)CC.CN.CCO.Cl. (3) Given the product [Br:1][C:2]1[CH:7]=[CH:6][C:5]([S:8]([N:11]2[CH2:16][CH2:15][C:14]3([O:17][CH2:21][C:20](=[O:23])[N:19]([CH2:24][CH3:25])[CH2:18]3)[CH2:13][CH2:12]2)(=[O:10])=[O:9])=[CH:4][CH:3]=1, predict the reactants needed to synthesize it. The reactants are: [Br:1][C:2]1[CH:7]=[CH:6][C:5]([S:8]([N:11]2[CH2:16][CH2:15][C:14]([CH2:18][N:19]([CH2:24][CH3:25])[C:20](=[O:23])[CH2:21]Cl)([OH:17])[CH2:13][CH2:12]2)(=[O:10])=[O:9])=[CH:4][CH:3]=1.[H-].[Na+]. (4) Given the product [C:18]([C:2]1[CH:3]=[C:4]([CH:8]=[CH:9][C:10]=1[CH2:11][CH2:12][CH3:13])[C:5]([OH:7])=[O:6])#[C:20][CH3:21], predict the reactants needed to synthesize it. The reactants are: I[C:2]1[CH:3]=[C:4]([CH:8]=[CH:9][C:10]=1[CH2:11][CH2:12][CH3:13])[C:5]([OH:7])=[O:6].S1(C2[C:20](=[CH:21]C=CC=2)[C:18](=O)N1)(=O)=O.C([Mg]Br)#CC.CO. (5) The reactants are: [O:1]1[C:5]2[CH:6]=[CH:7][C:8]([C:10]([OH:12])=O)=[CH:9][C:4]=2[CH:3]=[N:2]1.C1N=CN(C(N2C=NC=C2)=O)C=1.[CH2:25]([O:27][C:28](=[O:33])[CH2:29]C(O)=O)[CH3:26].CCN(CC)CC.[Mg+2].[Cl-].[Cl-].[K]. Given the product [O:1]1[C:5]2[CH:6]=[CH:7][C:8]([C:10](=[O:12])[CH2:29][C:28]([O:27][CH2:25][CH3:26])=[O:33])=[CH:9][C:4]=2[CH:3]=[N:2]1, predict the reactants needed to synthesize it. (6) The reactants are: [CH3:1][Si]([N-][Si](C)(C)C)(C)C.[Li+].[Br:11][C:12]1[CH:21]=[C:20]2[C:15]([CH2:16][CH2:17][C:18]([CH3:24])([CH3:23])[C:19]2=O)=[CH:14][CH:13]=1. Given the product [Br:11][C:12]1[CH:21]=[C:20]2[C:15]([CH2:16][CH2:17][C:18]([CH3:24])([CH3:23])[C:19]2=[CH2:1])=[CH:14][CH:13]=1, predict the reactants needed to synthesize it. (7) Given the product [CH2:39]([O:38][C:36]([CH2:35][CH2:34][N:16]([S:17]([C:20]1[CH:21]=[CH:22][C:23]([O:26][C:27]2[CH:28]=[CH:29][C:30]([F:33])=[CH:31][CH:32]=2)=[CH:24][CH:25]=1)(=[O:19])=[O:18])[C:11]1([C:9]([OH:10])=[O:8])[CH2:15][CH2:14][CH2:13][CH2:12]1)=[O:37])[CH3:40], predict the reactants needed to synthesize it. The reactants are: C([O:8][C:9]([C:11]1([N:16]([CH:34]=[CH:35][C:36]([O:38][CH2:39][CH3:40])=[O:37])[S:17]([C:20]2[CH:25]=[CH:24][C:23]([O:26][C:27]3[CH:32]=[CH:31][C:30]([F:33])=[CH:29][CH:28]=3)=[CH:22][CH:21]=2)(=[O:19])=[O:18])[CH2:15][CH2:14][CH2:13][CH2:12]1)=[O:10])C1C=CC=CC=1.[H][H].